Dataset: Peptide-MHC class II binding affinity with 134,281 pairs from IEDB. Task: Regression. Given a peptide amino acid sequence and an MHC pseudo amino acid sequence, predict their binding affinity value. This is MHC class II binding data. The peptide sequence is RSKFLLMDALKLSIED. The MHC is DRB1_0404 with pseudo-sequence DRB1_0404. The binding affinity (normalized) is 0.756.